From a dataset of Reaction yield outcomes from USPTO patents with 853,638 reactions. Predict the reaction yield, written as a fraction of the theoretical maximum amount of product (1.0 means a 100% yield; for example, 0.34 means a 34% yield). (1) The reactants are [CH2:1]1[CH:5]2[CH2:6][NH:7][CH2:8][CH:4]2[CH2:3][N:2]1[C:9]([O:11][C:12]([CH3:15])([CH3:14])[CH3:13])=[O:10].CCN(CC)CC.Cl[CH2:24][CH2:25][S:26](Cl)(=[O:28])=[O:27].O. The catalyst is C(Cl)Cl. The product is [CH:25]([S:26]([N:7]1[CH2:6][CH:5]2[CH2:1][N:2]([C:9]([O:11][C:12]([CH3:15])([CH3:14])[CH3:13])=[O:10])[CH2:3][CH:4]2[CH2:8]1)(=[O:28])=[O:27])=[CH2:24]. The yield is 0.350. (2) The reactants are Cl.[N:2]1([CH2:8][CH2:9][CH2:10][C:11]([OH:13])=O)[CH2:7][CH2:6][CH2:5][CH2:4][CH2:3]1.C(N(C(C)C)C(C)C)C.C(Cl)(=O)C(Cl)=O.C(OC([N:36]1[C:40]([NH2:41])=[CH:39][C:38]([C:42]2[CH:43]=[N:44][C:45]([O:48][CH3:49])=[CH:46][CH:47]=2)=[N:37]1)=O)(C)(C)C.Cl. The catalyst is C(Cl)Cl.CN(C=O)C. The product is [CH3:49][O:48][C:45]1[N:44]=[CH:43][C:42]([C:38]2[CH:39]=[C:40]([NH:41][C:11](=[O:13])[CH2:10][CH2:9][CH2:8][N:2]3[CH2:3][CH2:4][CH2:5][CH2:6][CH2:7]3)[NH:36][N:37]=2)=[CH:47][CH:46]=1. The yield is 0.383. (3) The reactants are [Cl:1][C:2]1[C:3]([O:30][C@H:31]2[CH2:35][CH2:34][CH2:33][C@@H:32]2[C:36]2[N:40](C3CCCCO3)[N:39]=[CH:38][CH:37]=2)=[CH:4][C:5]([F:29])=[C:6]([S:8]([N:11](CC2C=CC(OC)=CC=2OC)[C:12]2[CH:17]=[CH:16][N:15]=[CH:14][N:13]=2)(=[O:10])=[O:9])[CH:7]=1.C([SiH](CC)CC)C.FC(F)(F)C(O)=O. The catalyst is ClCCl. The product is [Cl:1][C:2]1[C:3]([O:30][C@H:31]2[CH2:35][CH2:34][CH2:33][C@@H:32]2[C:36]2[NH:40][N:39]=[CH:38][CH:37]=2)=[CH:4][C:5]([F:29])=[C:6]([S:8]([NH:11][C:12]2[CH:17]=[CH:16][N:15]=[CH:14][N:13]=2)(=[O:10])=[O:9])[CH:7]=1. The yield is 0.770. (4) The reactants are [Cl:1][C:2]1[C:10]2[N:9]=[C:8]3[NH:11][CH2:12][CH2:13][CH2:14][CH2:15][N:7]3[C:6]=2[C:5]([N+:16]([O-:18])=[O:17])=[CH:4][CH:3]=1.[Cl:19][C:20]1[CH:25]=[C:24]([Cl:26])[CH:23]=[CH:22][C:21]=1I.N1C=CC=CC=1C1C=CC=CN=1.C(=O)([O-])[O-].[Cs+].[Cs+]. The catalyst is CN(C)C=O.C(OCC)(=O)C.[Cu]I. The product is [Cl:1][C:2]1[C:10]2[N:9]=[C:8]3[N:11]([C:23]4[CH:22]=[CH:21][C:20]([Cl:19])=[CH:25][C:24]=4[Cl:26])[CH2:12][CH2:13][CH2:14][CH2:15][N:7]3[C:6]=2[C:5]([N+:16]([O-:18])=[O:17])=[CH:4][CH:3]=1. The yield is 0.450. (5) The reactants are [CH2:1]([C:5]1[C:13](=O)[N:12]2[C:8]([NH:9][C:10]3[CH:18]=[CH:17][CH:16]=[CH:15][C:11]=32)=[C:7]([C:19]#[N:20])[C:6]=1[CH3:21])[CH2:2][CH2:3][CH3:4].P(Cl)(Cl)([Cl:24])=O. No catalyst specified. The product is [CH2:1]([C:5]1[C:6]([CH3:21])=[C:7]([C:19]#[N:20])[C:8]2[N:12]([C:13]=1[Cl:24])[C:11]1[CH:15]=[CH:16][CH:17]=[CH:18][C:10]=1[N:9]=2)[CH2:2][CH2:3][CH3:4]. The yield is 0.800. (6) The yield is 0.940. No catalyst specified. The reactants are [Cl:1][C:2]1[CH:7]=[CH:6][C:5]([CH3:8])=[C:4](I)[CH:3]=1.C1C[O:13][CH2:12]C1.CN(C=O)C. The product is [Cl:1][C:2]1[CH:7]=[CH:6][C:5]([CH3:8])=[C:4]([CH:3]=1)[CH:12]=[O:13]. (7) The reactants are Cl[C:2]1[N:7]=[C:6]2[NH:8][N:9]=[C:10]([C:11]3[C:16]([F:17])=[CH:15][CH:14]=[CH:13][C:12]=3[F:18])[C:5]2=[CH:4][N:3]=1.FC(F)(F)C(O)=O.[CH3:26][S:27]([N:30]1[CH2:35][CH2:34][CH:33]([NH2:36])[CH2:32][CH2:31]1)(=[O:29])=[O:28]. No catalyst specified. The product is [F:18][C:12]1[CH:13]=[CH:14][CH:15]=[C:16]([F:17])[C:11]=1[C:10]1[C:5]2[C:6](=[N:7][C:2]([NH:36][CH:33]3[CH2:34][CH2:35][N:30]([S:27]([CH3:26])(=[O:29])=[O:28])[CH2:31][CH2:32]3)=[N:3][CH:4]=2)[NH:8][N:9]=1. The yield is 0.345. (8) The reactants are [CH3:1][N:2]1[C:7](=[O:8])[CH:6]=[C:5]([C:9]2[CH:14]=[CH:13][N:12]=[CH:11][N:10]=2)[N:4]=[C:3]1[O:15][CH:16]1[CH2:21][CH2:20][NH:19][CH2:18][CH2:17]1.O=[CH:23][CH2:24][CH:25]1[CH2:30][CH2:29][N:28]([C:31]([O:33][C:34]([CH3:37])([CH3:36])[CH3:35])=[O:32])[CH2:27][CH2:26]1.C(O[BH-](OC(=O)C)OC(=O)C)(=O)C.[Na+]. The catalyst is C(O)(=O)C.ClCCCl. The product is [CH3:1][N:2]1[C:7](=[O:8])[CH:6]=[C:5]([C:9]2[CH:14]=[CH:13][N:12]=[CH:11][N:10]=2)[N:4]=[C:3]1[O:15][CH:16]1[CH2:21][CH2:20][N:19]([CH2:23][CH2:24][CH:25]2[CH2:26][CH2:27][N:28]([C:31]([O:33][C:34]([CH3:35])([CH3:37])[CH3:36])=[O:32])[CH2:29][CH2:30]2)[CH2:18][CH2:17]1. The yield is 0.670. (9) The reactants are [Br:1][C:2]1[C:3]([OH:20])=[C:4]([C:10]2[N:11]=[C:12]([C:15]([O:17]CC)=[O:16])[S:13][CH:14]=2)[CH:5]=[C:6]([Br:9])[C:7]=1[OH:8].CO.O.[OH-].[Li+].Cl. The catalyst is O1CCCC1. The product is [Br:1][C:2]1[C:3]([OH:20])=[C:4]([C:10]2[N:11]=[C:12]([C:15]([OH:17])=[O:16])[S:13][CH:14]=2)[CH:5]=[C:6]([Br:9])[C:7]=1[OH:8]. The yield is 0.950. (10) The reactants are [C:1]([C:5]1[NH:9][C:8]([C:10]2[C:14]([NH:15][C:16](=[O:25])[C:17]3[C:22]([F:23])=[CH:21][CH:20]=[CH:19][C:18]=3[F:24])=[CH:13][N:12](C3CCCCO3)[N:11]=2)=[N:7][C:6]=1[CH3:32])([CH3:4])([CH3:3])[CH3:2].C1(C)C=CC(S(O)(=O)=O)=CC=1. The catalyst is C(O)C. The product is [C:1]([C:5]1[NH:9][C:8]([C:10]2[C:14]([NH:15][C:16](=[O:25])[C:17]3[C:22]([F:23])=[CH:21][CH:20]=[CH:19][C:18]=3[F:24])=[CH:13][NH:12][N:11]=2)=[N:7][C:6]=1[CH3:32])([CH3:4])([CH3:3])[CH3:2]. The yield is 0.900.